This data is from Full USPTO retrosynthesis dataset with 1.9M reactions from patents (1976-2016). The task is: Predict the reactants needed to synthesize the given product. (1) Given the product [CH3:1][O:2][C:3](=[O:48])[CH2:4][CH2:5][CH2:6]/[CH:7]=[CH:8]\[CH2:9][C@H:10]1[C@@H:14]([OH:15])[CH2:13][C@@H:12]([OH:22])[C@@H:11]1/[CH:29]=[CH:30]/[C@@H:31]([OH:41])[CH2:32][CH2:33][C:34]1[S:35][C:36]([CH3:40])=[C:37]([Br:39])[CH:38]=1, predict the reactants needed to synthesize it. The reactants are: [CH3:1][O:2][C:3](=[O:48])[CH2:4][CH2:5][CH2:6]/[CH:7]=[CH:8]\[CH2:9][C@H:10]1[C@@H:14]([O:15]C2CCCCO2)[CH2:13][C@@H:12]([O:22]C2CCCCO2)[C@@H:11]1/[CH:29]=[CH:30]/[C@@H:31]([O:41]C1CCCCO1)[CH2:32][CH2:33][C:34]1[S:35][C:36]([CH3:40])=[C:37]([Br:39])[CH:38]=1.C1(C)C=CC(S([O-])(=O)=O)=CC=1.[NH+]1C=CC=CC=1. (2) Given the product [CH:10]1([CH2:9][N:6]2[C:7]3[N:8]=[CH:18][NH:1][C:2]=3[C:3](=[O:17])[NH:4][C:5]2=[S:16])[CH2:15][CH2:14][CH2:13][CH2:12][CH2:11]1, predict the reactants needed to synthesize it. The reactants are: [NH2:1][C:2]1[C:3](=[O:17])[NH:4][C:5](=[S:16])[N:6]([CH2:9][CH:10]2[CH2:15][CH2:14][CH2:13][CH2:12][CH2:11]2)[C:7]=1[NH2:8].[CH:18](OCC)(OCC)OCC. (3) The reactants are: [Br:1][C:2]1[CH:7]=[CH:6][CH:5]=[C:4]([S:8][C:9]([F:12])([F:11])[F:10])[C:3]=1[F:13].C(Cl)(Cl)(Cl)Cl.C(#N)C.I([O-])(=O)(=O)=[O:23].[Na+].[OH2:28]. Given the product [Br:1][C:2]1[CH:7]=[CH:6][CH:5]=[C:4]([S:8]([C:9]([F:11])([F:12])[F:10])(=[O:23])=[O:28])[C:3]=1[F:13], predict the reactants needed to synthesize it. (4) Given the product [C:1]([O:5][C:6]([N:8]1[CH2:13][CH2:12][CH:11]([NH:18][CH2:16][CH3:17])[CH2:10][CH2:9]1)=[O:7])([CH3:4])([CH3:3])[CH3:2], predict the reactants needed to synthesize it. The reactants are: [C:1]([O:5][C:6]([N:8]1[CH2:13][CH2:12][C:11](=O)[CH2:10][CH2:9]1)=[O:7])([CH3:4])([CH3:3])[CH3:2].Cl.[CH2:16]([NH2:18])[CH3:17].C(O[BH-](OC(=O)C)OC(=O)C)(=O)C.[Na+]. (5) Given the product [CH3:29][O:28][CH2:27][CH2:26][O:25][C:22]1[CH:23]=[CH:24][C:19]2[O:18][CH2:17][C:10]3([C:11]4[C:16](=[CH:15][CH:14]=[CH:13][CH:12]=4)[NH:8][C:9]3=[O:30])[C:20]=2[CH:21]=1, predict the reactants needed to synthesize it. The reactants are: C1(C(C2C=CC=CC=2)[N:8]2[C:16]3[C:11](=[CH:12][CH:13]=[CH:14][CH:15]=3)[C:10]3([C:20]4[CH:21]=[C:22]([O:25][CH2:26][CH2:27][O:28][CH3:29])[CH:23]=[CH:24][C:19]=4[O:18][CH2:17]3)[C:9]2=[O:30])C=CC=CC=1.C1(C(C2C=CC=CC=2)N2C3C(=CC=CC=3)C3(C4C=C(C)C(OC)=CC=4OC3)C2=O)C=CC=CC=1. (6) The reactants are: [Cl:1][C:2]1[CH:7]=[CH:6][C:5]([C@@H:8]2[C@@H:13]([C@@H:14]([O:16][C:17]3[CH:22]=[CH:21][C:20](Cl)=[C:19](Cl)[CH:18]=3)[CH3:15])[CH2:12][CH2:11][N:10]([C:25]([CH:27]3[CH2:32][CH2:31][N:30]([C:33]4[CH:38]=[CH:37][C:36]([C:39]#[N:40])=[CH:35][N:34]=4)[CH2:29][CH2:28]3)=[O:26])[CH2:9]2)=[CH:4][CH:3]=1.N1CCCC[CH2:42]1.C(N1CC[C@H]([C@H]([OH:62])C)[C@@H](C2C=CC(Cl)=CC=2)C1)C1C=CC=CC=1.CC1C=CC(O)=CC=1.ClC(OC(Cl)=O)C.CCN(C(C)C)C(C)C. Given the product [C:39]([C:36]1[CH:37]=[CH:38][C:33]([N:30]2[CH2:31][CH2:32][CH:27]([C:25]([OH:26])=[O:62])[CH2:28][CH2:29]2)=[N:34][CH:35]=1)#[N:40].[Cl:1][C:2]1[CH:7]=[CH:6][C:5]([C@@H:8]2[C@@H:13]([C@@H:14]([O:16][C:17]3[CH:18]=[CH:19][C:20]([CH3:42])=[CH:21][CH:22]=3)[CH3:15])[CH2:12][CH2:11][N:10]([C:25]([CH:27]3[CH2:32][CH2:31][N:30]([C:33]4[CH:38]=[CH:37][C:36]([C:39]#[N:40])=[CH:35][N:34]=4)[CH2:29][CH2:28]3)=[O:26])[CH2:9]2)=[CH:4][CH:3]=1, predict the reactants needed to synthesize it.